This data is from Full USPTO retrosynthesis dataset with 1.9M reactions from patents (1976-2016). The task is: Predict the reactants needed to synthesize the given product. (1) Given the product [Cl:1][C:2]1[CH:3]=[C:4]2[C:9](=[CH:10][C:11]=1[O:12][C:13]1[CH:18]=[CH:17][C:16]([C:19](=[O:32])[NH:20][CH2:21][CH:22]([C:25]3[CH:26]=[CH:27][C:28]([Cl:31])=[CH:29][CH:30]=3)[O:23][CH3:24])=[CH:15][CH:14]=1)[O:8][CH2:7][CH2:6][CH:5]2[C:33]([O-:35])=[O:34].[Na+:38], predict the reactants needed to synthesize it. The reactants are: [Cl:1][C:2]1[CH:3]=[C:4]2[C:9](=[CH:10][C:11]=1[O:12][C:13]1[CH:18]=[CH:17][C:16]([C:19](=[O:32])[NH:20][CH2:21][CH:22]([C:25]3[CH:30]=[CH:29][C:28]([Cl:31])=[CH:27][CH:26]=3)[O:23][CH3:24])=[CH:15][CH:14]=1)[O:8][CH2:7][CH2:6][CH:5]2[C:33]([OH:35])=[O:34].C[O-].[Na+:38]. (2) Given the product [Br:1][C:2]1[CH:3]=[CH:4][C:5]2[O:10][CH2:9][C:8](=[O:11])[N:7]([CH3:20])[C:6]=2[C:12]=1[O:13][C:14]1[CH:19]=[CH:18][CH:17]=[CH:16][CH:15]=1, predict the reactants needed to synthesize it. The reactants are: [Br:1][C:2]1[CH:3]=[CH:4][C:5]2[O:10][CH2:9][C:8](=[O:11])[NH:7][C:6]=2[C:12]=1[O:13][C:14]1[CH:19]=[CH:18][CH:17]=[CH:16][CH:15]=1.[CH3:20]I. (3) Given the product [F:23][C:24]1[CH:29]=[CH:28][C:27]([C:30]2[O:21][N:20]=[C:17]3[CH:18]=[CH:19][C:14]([C:13]4[N:9]([C:6]5[CH:7]=[CH:8][C:3]([O:2][CH3:1])=[CH:4][CH:5]=5)[N:10]=[CH:11][CH:12]=4)=[CH:15][C:16]=23)=[CH:26][CH:25]=1, predict the reactants needed to synthesize it. The reactants are: [CH3:1][O:2][C:3]1[CH:8]=[CH:7][C:6]([N:9]2[C:13]([C:14]3[CH:19]=[CH:18][C:17]([N+:20]([O-])=[O:21])=[CH:16][CH:15]=3)=[CH:12][CH:11]=[N:10]2)=[CH:5][CH:4]=1.[F:23][C:24]1[CH:29]=[CH:28][C:27]([CH2:30]C#N)=[CH:26][CH:25]=1. (4) The reactants are: [F:1][C:2]([F:41])([F:40])[C:3]1[CH:4]=[C:5]([C@H:13]([N:15]([CH3:39])[C:16]([N:18]2[CH2:30][CH2:29][C@:21]3([NH:25][C@@H:24]([C:26]([NH2:28])=[O:27])[CH2:23][CH2:22]3)[CH2:20][C@@H:19]2[C:31]2[CH:36]=[CH:35][C:34]([F:37])=[CH:33][C:32]=2[CH3:38])=[O:17])[CH3:14])[CH:6]=[C:7]([C:9]([F:12])([F:11])[F:10])[CH:8]=1.[ClH:42]. Given the product [ClH:42].[F:41][C:2]([F:1])([F:40])[C:3]1[CH:4]=[C:5]([C@H:13]([N:15]([CH3:39])[C:16]([N:18]2[CH2:30][CH2:29][C@:21]3([NH:25][C@@H:24]([C:26]([NH2:28])=[O:27])[CH2:23][CH2:22]3)[CH2:20][C@@H:19]2[C:31]2[CH:36]=[CH:35][C:34]([F:37])=[CH:33][C:32]=2[CH3:38])=[O:17])[CH3:14])[CH:6]=[C:7]([C:9]([F:10])([F:11])[F:12])[CH:8]=1, predict the reactants needed to synthesize it. (5) Given the product [Cl:1][C:2]1[C:3]([C:9]#[N:10])=[N:4][CH:5]=[C:6]([NH:18][C:15]2[CH:16]=[CH:17][C:12]([F:11])=[CH:13][C:14]=2[C:19]([F:22])([F:20])[F:21])[CH:7]=1, predict the reactants needed to synthesize it. The reactants are: [Cl:1][C:2]1[C:3]([C:9]#[N:10])=[N:4][CH:5]=[C:6](Cl)[CH:7]=1.[F:11][C:12]1[CH:17]=[CH:16][C:15]([NH2:18])=[C:14]([C:19]([F:22])([F:21])[F:20])[CH:13]=1.CC(C)([O-])C.[K+].O. (6) Given the product [Cl:1][C:2]1[N:7]=[C:6]2[CH:8]=[C:9]([C:11]([OH:13])=[O:12])[S:10][C:5]2=[N:4][CH:3]=1, predict the reactants needed to synthesize it. The reactants are: [Cl:1][C:2]1[N:7]=[C:6]2[CH:8]=[C:9]([C:11]([O:13]C)=[O:12])[S:10][C:5]2=[N:4][CH:3]=1.[OH-].[Na+]. (7) Given the product [CH2:1]([O:8][C:9]1[CH:17]=[C:16]([CH2:18][N:19]2[CH2:20][CH2:21][O:22][CH2:23][CH2:24]2)[C:15]([C:25]([F:28])([F:27])[F:26])=[CH:14][C:10]=1[C:11]([NH:42][C:41]1[CH:43]=[CH:44][CH:45]=[C:39]([F:38])[CH:40]=1)=[O:12])[C:2]1[CH:3]=[CH:4][CH:5]=[CH:6][CH:7]=1, predict the reactants needed to synthesize it. The reactants are: [CH2:1]([O:8][C:9]1[CH:17]=[C:16]([CH2:18][N:19]2[CH2:24][CH2:23][O:22][CH2:21][CH2:20]2)[C:15]([C:25]([F:28])([F:27])[F:26])=[CH:14][C:10]=1[C:11](O)=[O:12])[C:2]1[CH:7]=[CH:6][CH:5]=[CH:4][CH:3]=1.CCN(C(C)C)C(C)C.[F:38][C:39]1[CH:40]=[C:41]([CH:43]=[CH:44][CH:45]=1)[NH2:42].ON1C2N=CC=CC=2N=N1.C(Cl)CCl.